From a dataset of Peptide-MHC class I binding affinity with 185,985 pairs from IEDB/IMGT. Regression. Given a peptide amino acid sequence and an MHC pseudo amino acid sequence, predict their binding affinity value. This is MHC class I binding data. The peptide sequence is EIPDVLNSL. The MHC is HLA-A29:02 with pseudo-sequence HLA-A29:02. The binding affinity (normalized) is 0.0847.